From a dataset of Forward reaction prediction with 1.9M reactions from USPTO patents (1976-2016). Predict the product of the given reaction. (1) Given the reactants [CH3:1][C:2]1[CH:7]=[CH:6][CH:5]=[C:4]([CH3:8])[C:3]=1[C:9]1[CH:10]=[C:11]2[C:17]([C:18](=[O:24])[CH:19]([CH2:22][CH3:23])[CH2:20][CH3:21])=[CH:16][N:15]([C:25]3[N:26]=[N:27][C:28]([O:31][CH:32]([CH3:34])[CH3:33])=[CH:29][CH:30]=3)[C:12]2=[CH:13][N:14]=1.[BH4-].[Na+], predict the reaction product. The product is: [CH3:1][C:2]1[CH:7]=[CH:6][CH:5]=[C:4]([CH3:8])[C:3]=1[C:9]1[CH:10]=[C:11]2[C:17]([CH:18]([OH:24])[CH:19]([CH2:20][CH3:21])[CH2:22][CH3:23])=[CH:16][N:15]([C:25]3[N:26]=[N:27][C:28]([O:31][CH:32]([CH3:34])[CH3:33])=[CH:29][CH:30]=3)[C:12]2=[CH:13][N:14]=1. (2) Given the reactants [CH3:1][O:2][C:3]1[CH:4]=[C:5]([CH:8]=[CH:9][C:10]=1[CH:11]=[C:12]([C:17]1[S:18][CH:19]=[C:20]([CH3:22])[N:21]=1)[C:13](=O)[CH2:14][CH3:15])[C:6]#[N:7].[NH2:23][C:24]([C:28]([F:31])([F:30])[F:29])=[CH:25][C:26]#[N:27].CC(C)([O-])C.[K+], predict the reaction product. The product is: [C:6]([C:5]1[CH:8]=[CH:9][C:10]([CH:11]2[C:12]([C:17]3[S:18][CH:19]=[C:20]([CH3:22])[N:21]=3)=[C:13]([CH2:14][CH3:15])[NH:23][C:24]([C:28]([F:31])([F:30])[F:29])=[C:25]2[C:26]#[N:27])=[C:3]([O:2][CH3:1])[CH:4]=1)#[N:7]. (3) Given the reactants [CH2:1]([O:3][C:4](=[O:24])[CH2:5][C:6]1[CH:11]=[CH:10][C:9]([O:12][CH3:13])=[C:8]([O:14][C:15]2[CH:20]=[CH:19][C:18]([Cl:21])=[CH:17][C:16]=2[CH2:22]Br)[CH:7]=1)[CH3:2].[O:25]1[CH2:29][C:28](=O)[N:27]=[C-:26]1.[H-].[Na+].[O:33]1CCOCC1, predict the reaction product. The product is: [CH2:1]([O:3][C:4](=[O:24])[CH2:5][C:6]1[CH:11]=[CH:10][C:9]([O:12][CH3:13])=[C:8]([O:14][C:15]2[CH:20]=[CH:19][C:18]([Cl:21])=[CH:17][C:16]=2[CH2:22][N:27]2[CH2:28][CH2:29][O:25][C:26]2=[O:33])[CH:7]=1)[CH3:2]. (4) Given the reactants [CH2:1]([O:3][C:4]([N:6]1[CH:11]2[CH2:12][CH2:13][CH:7]1[CH2:8][CH:9]([N:14]1[CH2:19][CH2:18][CH:17]([NH:20][C:21]3[CH:26]=[C:25]([CH3:27])[N:24]=[C:23](C)[N:22]=3)[CH2:16][CH2:15]1)[CH2:10]2)=[O:5])[CH3:2].[C:29](Cl)(=[O:31])[CH3:30].CCN(C(C)C)C(C)C.C(Cl)[Cl:43], predict the reaction product. The product is: [CH2:1]([O:3][C:4]([N:6]1[CH:7]2[CH2:13][CH2:12][CH:11]1[CH2:10][CH:9]([N:14]1[CH2:15][CH2:16][CH:17]([N:20]([C:29](=[O:31])[CH3:30])[C:21]3[CH:26]=[C:25]([CH3:27])[N:24]=[C:23]([Cl:43])[N:22]=3)[CH2:18][CH2:19]1)[CH2:8]2)=[O:5])[CH3:2]. (5) Given the reactants [CH2:1]([C:8]1[NH:12][N:11]=[C:10]([C:13]2[S:17][C:16]([C:18]([O:20]CCCC)=[O:19])=[C:15]([CH3:25])[CH:14]=2)[N:9]=1)[C:2]1[CH:7]=[CH:6][CH:5]=[CH:4][CH:3]=1.[OH-].[Na+].C(O)(=O)C, predict the reaction product. The product is: [CH2:1]([C:8]1[NH:12][N:11]=[C:10]([C:13]2[S:17][C:16]([C:18]([OH:20])=[O:19])=[C:15]([CH3:25])[CH:14]=2)[N:9]=1)[C:2]1[CH:7]=[CH:6][CH:5]=[CH:4][CH:3]=1. (6) Given the reactants [NH2:1][C:2]1[C:7]([OH:8])=[CH:6][CH:5]=[CH:4][N:3]=1.P(Cl)(Cl)([Cl:11])=O.[C:14]([CH:17]1[CH2:22][CH2:21]O[C:18]1=[O:19])(=O)[CH3:15], predict the reaction product. The product is: [ClH:11].[Cl:11][CH2:21][CH2:22][C:17]1[C:18](=[O:19])[N:3]2[CH:4]=[CH:5][CH:6]=[C:7]([OH:8])[C:2]2=[N:1][C:14]=1[CH3:15]. (7) Given the reactants Br[C:2]1[CH:7]=[CH:6][CH:5]=[C:4]([Br:8])[N:3]=1.[CH3:9][O:10][C:11]1[CH:16]=[CH:15][C:14]([C:17]2[S:18][C:19]([Sn](CCCC)(CCCC)CCCC)=[CH:20][N:21]=2)=[CH:13][CH:12]=1.C1(C)C=CC=CC=1, predict the reaction product. The product is: [Br:8][C:4]1[N:3]=[C:2]([C:19]2[S:18][C:17]([C:14]3[CH:15]=[CH:16][C:11]([O:10][CH3:9])=[CH:12][CH:13]=3)=[N:21][CH:20]=2)[CH:7]=[CH:6][CH:5]=1.